From a dataset of Blood-brain barrier penetration binary classification data from Martins et al.. Regression/Classification. Given a drug SMILES string, predict its absorption, distribution, metabolism, or excretion properties. Task type varies by dataset: regression for continuous measurements (e.g., permeability, clearance, half-life) or binary classification for categorical outcomes (e.g., BBB penetration, CYP inhibition). Dataset: bbb_martins. The drug is CCC(C(=O)NC(N)=O)c1ccccc1. The result is 1 (penetrates BBB).